Task: Regression. Given a peptide amino acid sequence and an MHC pseudo amino acid sequence, predict their binding affinity value. This is MHC class II binding data.. Dataset: Peptide-MHC class II binding affinity with 134,281 pairs from IEDB The peptide sequence is EKKYFAATQFEPLSA. The binding affinity (normalized) is 0.270. The MHC is HLA-DQA10501-DQB10301 with pseudo-sequence HLA-DQA10501-DQB10301.